Task: Regression. Given two drug SMILES strings and cell line genomic features, predict the synergy score measuring deviation from expected non-interaction effect.. Dataset: NCI-60 drug combinations with 297,098 pairs across 59 cell lines (1) Drug 1: CC=C1C(=O)NC(C(=O)OC2CC(=O)NC(C(=O)NC(CSSCCC=C2)C(=O)N1)C(C)C)C(C)C. Drug 2: CN(CC1=CN=C2C(=N1)C(=NC(=N2)N)N)C3=CC=C(C=C3)C(=O)NC(CCC(=O)O)C(=O)O. Cell line: HCT116. Synergy scores: CSS=51.5, Synergy_ZIP=-2.37, Synergy_Bliss=-6.61, Synergy_Loewe=-4.97, Synergy_HSA=-3.16. (2) Drug 1: C1CCN(CC1)CCOC2=CC=C(C=C2)C(=O)C3=C(SC4=C3C=CC(=C4)O)C5=CC=C(C=C5)O. Drug 2: C1=CC(=CC=C1CCC2=CNC3=C2C(=O)NC(=N3)N)C(=O)NC(CCC(=O)O)C(=O)O. Cell line: OVCAR-4. Synergy scores: CSS=13.4, Synergy_ZIP=-4.86, Synergy_Bliss=-6.47, Synergy_Loewe=-17.7, Synergy_HSA=-7.44. (3) Drug 1: C1=C(C(=O)NC(=O)N1)F. Drug 2: CC1C(C(CC(O1)OC2CC(CC3=C2C(=C4C(=C3O)C(=O)C5=CC=CC=C5C4=O)O)(C(=O)C)O)N)O. Cell line: RPMI-8226. Synergy scores: CSS=51.3, Synergy_ZIP=-15.4, Synergy_Bliss=-26.7, Synergy_Loewe=-21.0, Synergy_HSA=-20.3. (4) Drug 1: C1=NC2=C(N1)C(=S)N=C(N2)N. Drug 2: CC1CCCC2(C(O2)CC(NC(=O)CC(C(C(=O)C(C1O)C)(C)C)O)C(=CC3=CSC(=N3)C)C)C. Cell line: SK-OV-3. Synergy scores: CSS=39.3, Synergy_ZIP=-5.31, Synergy_Bliss=-1.99, Synergy_Loewe=-0.631, Synergy_HSA=-0.499. (5) Drug 1: C1=CC(=C2C(=C1NCCNCCO)C(=O)C3=C(C=CC(=C3C2=O)O)O)NCCNCCO. Drug 2: C1=CC(=CC=C1C#N)C(C2=CC=C(C=C2)C#N)N3C=NC=N3. Cell line: MOLT-4. Synergy scores: CSS=66.4, Synergy_ZIP=0.962, Synergy_Bliss=0.258, Synergy_Loewe=-26.1, Synergy_HSA=0.512. (6) Drug 1: CN1CCC(CC1)COC2=C(C=C3C(=C2)N=CN=C3NC4=C(C=C(C=C4)Br)F)OC. Drug 2: CC1CCCC2(C(O2)CC(NC(=O)CC(C(C(=O)C(C1O)C)(C)C)O)C(=CC3=CSC(=N3)C)C)C. Cell line: NCI-H460. Synergy scores: CSS=-1.21, Synergy_ZIP=-1.13, Synergy_Bliss=-3.07, Synergy_Loewe=-4.89, Synergy_HSA=-4.85.